Task: Predict the reaction yield, written as a fraction of the theoretical maximum amount of product (1.0 means a 100% yield; for example, 0.34 means a 34% yield).. Dataset: Reaction yield outcomes from USPTO patents with 853,638 reactions (1) The reactants are [Br:1][C:2]1[CH:16]=[C:15](/[CH:17]=[CH:18]/[CH:19]([C:24]2[CH:29]=[C:28]([Cl:30])[C:27]([Cl:31])=[C:26]([Cl:32])[CH:25]=2)[C:20]([F:23])([F:22])[F:21])[CH:14]=[CH:13][C:3]=1[C:4]([NH:6][CH:7]1[CH2:12][CH2:11][NH:10][CH2:9][CH2:8]1)=[O:5].Br[CH2:34][C:35]#[N:36]. The catalyst is C1COCC1.C(OCC)(=O)C. The product is [Br:1][C:2]1[CH:16]=[C:15](/[CH:17]=[CH:18]/[CH:19]([C:24]2[CH:25]=[C:26]([Cl:32])[C:27]([Cl:31])=[C:28]([Cl:30])[CH:29]=2)[C:20]([F:23])([F:21])[F:22])[CH:14]=[CH:13][C:3]=1[C:4]([NH:6][CH:7]1[CH2:12][CH2:11][N:10]([CH2:34][C:35]#[N:36])[CH2:9][CH2:8]1)=[O:5]. The yield is 0.468. (2) The reactants are [CH2:1]([O:8][C:9]1[CH:16]=[CH:15][C:12]([CH:13]=[O:14])=[CH:11][CH:10]=1)[C:2]1[CH:7]=[CH:6][CH:5]=[CH:4][CH:3]=1.[O:17]([CH2:24][C:25]([O:27][CH3:28])=[O:26])[C:18]1[CH:23]=[CH:22][CH:21]=[CH:20][CH:19]=1. No catalyst specified. The product is [CH2:1]([O:8][C:9]1[CH:10]=[CH:11][C:12]([CH:13]([OH:14])[CH:24]([O:17][C:18]2[CH:23]=[CH:22][CH:21]=[CH:20][CH:19]=2)[C:25]([O:27][CH3:28])=[O:26])=[CH:15][CH:16]=1)[C:2]1[CH:3]=[CH:4][CH:5]=[CH:6][CH:7]=1. The yield is 0.430. (3) The reactants are [CH3:1][C:2]1[N:29]=[C:5]2[NH:6][C:7](=[O:28])[C:8]([CH2:13][C:14]3[CH:19]=[CH:18][C:17]([C:20]4[C:21]([C:26]#[N:27])=[CH:22][CH:23]=[CH:24][CH:25]=4)=[CH:16][CH:15]=3)=[C:9]([CH2:10][CH2:11][CH3:12])[N:4]2[N:3]=1.CI.[C:32](=O)([O-])[O-].[K+].[K+].CN(C)C=O. The catalyst is C(OCC)(=O)C. The product is [CH3:1][C:2]1[N:29]=[C:5]2[N:6]([CH3:32])[C:7](=[O:28])[C:8]([CH2:13][C:14]3[CH:19]=[CH:18][C:17]([C:20]4[C:21]([C:26]#[N:27])=[CH:22][CH:23]=[CH:24][CH:25]=4)=[CH:16][CH:15]=3)=[C:9]([CH2:10][CH2:11][CH3:12])[N:4]2[N:3]=1. The yield is 0.670. (4) The reactants are [CH:1]([C:3]1[CH:4]=[CH:5][C:6]([N:11]2[CH:15]=[N:14][CH:13]=[N:12]2)=[C:7]([CH:10]=1)[C:8]#[N:9])=O.Cl.[NH2:17][OH:18].C([O-])(=O)C.[Na+].O. The catalyst is C1COCC1.O.C(OCC)(=O)C. The product is [OH:18][N:17]=[CH:1][C:3]1[CH:4]=[CH:5][C:6]([N:11]2[CH:15]=[N:14][CH:13]=[N:12]2)=[C:7]([CH:10]=1)[C:8]#[N:9]. The yield is 0.870. (5) The reactants are [OH:1][C:2]1[N:10]=[CH:9][CH:8]=[CH:7][C:3]=1[C:4](O)=[O:5].C[Si](C)(C)N[Si](C)(C)C.Cl[Si](C)(C)C. The catalyst is C1(C)C=CC=CC=1. The product is [OH:5][CH2:4][C:3]1[C:2](=[O:1])[NH:10][CH:9]=[CH:8][CH:7]=1. The yield is 0.590. (6) The reactants are [CH3:1][O:2][C:3]1[CH:10]=[CH:9][C:8]([I:11])=[CH:7][C:4]=1[CH:5]=O.C([O-])(=O)C.[NH4+:16].CO.Cl. No catalyst specified. The yield is 0.400. The product is [CH3:1][O:2][C:3]1[CH:10]=[CH:9][C:8]([I:11])=[CH:7][C:4]=1[CH2:5][NH2:16]. (7) The reactants are [C:1]([O:5][C:6](=[O:27])[N:7]([C:19]1[CH:24]=[CH:23][C:22]([CH:25]=[O:26])=[CH:21][N:20]=1)[CH2:8][C:9]1[CH:14]=[CH:13][C:12]([C:15]([F:18])([F:17])[F:16])=[CH:11][CH:10]=1)([CH3:4])([CH3:3])[CH3:2].[CH:28]([Si:31]([CH:45]([CH3:47])[CH3:46])([CH:42]([CH3:44])[CH3:43])[O:32][C:33]1[CH:34]=[C:35]2[CH:41]=[CH:40][NH:39][C:36]2=[N:37][CH:38]=1)([CH3:30])[CH3:29].[OH-].[K+].O. The catalyst is CO. The product is [C:1]([O:5][C:6](=[O:27])[N:7]([C:19]1[CH:24]=[CH:23][C:22]([CH:25]([OH:26])[C:41]2[C:35]3[C:36](=[N:37][CH:38]=[C:33]([O:32][Si:31]([CH:42]([CH3:44])[CH3:43])([CH:45]([CH3:47])[CH3:46])[CH:28]([CH3:29])[CH3:30])[CH:34]=3)[NH:39][CH:40]=2)=[CH:21][N:20]=1)[CH2:8][C:9]1[CH:10]=[CH:11][C:12]([C:15]([F:16])([F:17])[F:18])=[CH:13][CH:14]=1)([CH3:4])([CH3:2])[CH3:3]. The yield is 0.700. (8) The reactants are [C:1]([C:3]1[CH:8]=[CH:7][C:6]([C:9]2([O:12][CH2:13][C:14]([CH3:17])([CH3:16])[CH3:15])[CH2:11][CH2:10]2)=[CH:5][C:4]=1C)#[CH:2].[CH2:19]([O:21][C:22](=[O:30])[C:23]1[CH:28]=[CH:27][C:26](I)=[CH:25][CH:24]=1)[CH3:20].[CH2:31](N(CC)CC)C. The catalyst is [Cu]I.Cl[Pd](Cl)([P](C1C=CC=CC=1)(C1C=CC=CC=1)C1C=CC=CC=1)[P](C1C=CC=CC=1)(C1C=CC=CC=1)C1C=CC=CC=1. The product is [CH3:15][C:14]([CH3:17])([CH3:16])[CH2:13][O:12][C:9]1([C:6]2[CH:7]=[CH:8][C:3]([C:1]#[C:2][C:26]3[CH:27]=[CH:28][C:23]([C:22]([O:21][CH2:19][CH3:20])=[O:30])=[CH:24][CH:25]=3)=[CH:4][C:5]=2[CH3:31])[CH2:11][CH2:10]1. The yield is 0.500. (9) The reactants are FC(F)(F)[C:3]([N:5]([CH2:7][CH2:8][CH2:9][CH2:10][CH:11]=[CH2:12])C)=O.[C:15]1([CH3:25])[CH:20]=[CH:19][C:18]([S:21]([OH:24])(=[O:23])=[O:22])=[CH:17][CH:16]=1. The catalyst is CO. The product is [S:21]([C:18]1[CH:19]=[CH:20][C:15]([CH3:25])=[CH:16][CH:17]=1)([OH:24])(=[O:23])=[O:22].[CH3:3][NH:5][CH2:7][CH2:8][CH2:9][CH2:10][CH:11]=[CH2:12]. The yield is 0.760.